This data is from Reaction yield outcomes from USPTO patents with 853,638 reactions. The task is: Predict the reaction yield, written as a fraction of the theoretical maximum amount of product (1.0 means a 100% yield; for example, 0.34 means a 34% yield). (1) The reactants are [F:1][C:2]1[CH:7]=[CH:6][CH:5]=[C:4](I)[CH:3]=1.[C:9]1([S:15]([O-:17])=[O:16])[CH:14]=[CH:13][CH:12]=[CH:11][CH:10]=1.[Na+].CNCCNC. The catalyst is CS(C)=O. The product is [C:9]1([S:15]([C:4]2[CH:5]=[CH:6][CH:7]=[C:2]([F:1])[CH:3]=2)(=[O:17])=[O:16])[CH:14]=[CH:13][CH:12]=[CH:11][CH:10]=1. The yield is 0.730. (2) The reactants are CC(C)([O-])C.[K+].[F:7][C:8]1[C:18]([F:19])=[C:17]([F:20])[CH:16]=[CH:15][C:9]=1[NH:10][C@@H:11]([CH3:14])[CH2:12][OH:13].C(O[CH:24]=[C:25]([C:31]([O:33][CH2:34][CH3:35])=[O:32])[C:26]([O:28][CH2:29][CH3:30])=[O:27])C. The catalyst is CN(C=O)C. The product is [F:7][C:8]1[C:18]([F:19])=[C:17]([F:20])[CH:16]=[CH:15][C:9]=1[N:10]([CH:24]=[C:25]([C:26]([O:28][CH2:29][CH3:30])=[O:27])[C:31]([O:33][CH2:34][CH3:35])=[O:32])[C@@H:11]([CH3:14])[CH2:12][OH:13]. The yield is 0.750. (3) The reactants are F[C:2]1[CH:16]=[CH:15][C:5]2[C:6](=[O:14])[NH:7][C:8]3[C:13]([C:4]=2[CH:3]=1)=[CH:12][CH:11]=[CH:10][N:9]=3.[Cl:17][C:18]1[CH:23]=C[C:21](O)=[CH:20][CH:19]=1.[C:25](=[O:28])([O-])[O-].[K+].[K+]. The catalyst is CN(C=O)C. The product is [Cl:17][C:18]1[CH:23]=[C:25]([CH:21]=[CH:20][CH:19]=1)[O:28][C:2]1[CH:16]=[CH:15][C:5]2[C:6](=[O:14])[NH:7][C:8]3[C:13]([C:4]=2[CH:3]=1)=[CH:12][CH:11]=[CH:10][N:9]=3. The yield is 0.980. (4) The reactants are C(NC(C)C)(C)C.C([Li])CCC.[F:13][C:14]1[CH:15]=[C:16]([Br:20])[CH:17]=[CH:18][CH:19]=1.[C:21](O)(=[O:23])C. The catalyst is O1CCCC1.O. The product is [Br:20][C:16]1[CH:17]=[CH:18][CH:19]=[C:14]([F:13])[C:15]=1[CH:21]=[O:23]. The yield is 0.880.